The task is: Predict which catalyst facilitates the given reaction.. This data is from Catalyst prediction with 721,799 reactions and 888 catalyst types from USPTO. (1) Product: [CH3:12][N:13]([CH3:20])[CH:14]1[CH2:19][CH2:18][N:17]([C:2]2[N:7]=[C:6]([NH2:8])[C:5]([N+:9]([O-:11])=[O:10])=[CH:4][CH:3]=2)[CH2:16][CH2:15]1. Reactant: Cl[C:2]1[N:7]=[C:6]([NH2:8])[C:5]([N+:9]([O-:11])=[O:10])=[CH:4][CH:3]=1.[CH3:12][N:13]([CH3:20])[CH:14]1[CH2:19][CH2:18][NH:17][CH2:16][CH2:15]1.C([O-])([O-])=O.[K+].[K+].CN(C=O)C.O. The catalyst class is: 6. (2) Reactant: [F:1][C:2]1[CH:7]=[CH:6][CH:5]=[CH:4][C:3]=1[CH2:8][C:9]([OH:15])(O)[CH:10]([CH3:13])[CH2:11][OH:12].C(N(CC)CC)C.ClCCl.[C:26]1([CH3:36])[CH:31]=[CH:30][C:29]([S:32](Cl)(=[O:34])=[O:33])=[CH:28][CH:27]=1. Product: [S:32]([C:29]1[CH:30]=[CH:31][C:26]([CH3:36])=[CH:27][CH:28]=1)([O:12][CH2:11][CH:10]([CH3:13])[CH:9]([OH:15])[CH2:8][C:3]1[CH:4]=[CH:5][CH:6]=[CH:7][C:2]=1[F:1])(=[O:34])=[O:33]. The catalyst class is: 6. (3) Reactant: [N+:1]([C:4]1[CH:5]=[C:6]([CH:15]=[CH:16][CH:17]=1)[CH2:7][NH:8][S:9]([NH:12][CH2:13][CH3:14])(=[O:11])=[O:10])([O-])=O. Product: [NH2:1][C:4]1[CH:5]=[C:6]([CH:15]=[CH:16][CH:17]=1)[CH2:7][NH:8][S:9]([NH:12][CH2:13][CH3:14])(=[O:11])=[O:10]. The catalyst class is: 19. (4) Reactant: [Br:1][C:2]1[S:6][C:5]([C:7]([OH:9])=O)=[CH:4][CH:3]=1.[NH2:10][C@H:11]1[CH2:15][N:14]([C:16]2[CH:21]=[CH:20][C:19]([N:22]3[CH2:27][CH2:26][O:25][CH2:24][C:23]3=[O:28])=[C:18]([CH3:29])[CH:17]=2)[C:13](=[O:30])[C@@H:12]1[CH3:31].CN(C(ON1N=NC2C=CC=CC1=2)=[N+](C)C)C.[B-](F)(F)(F)F.CN1CCOCC1. Product: [CH3:31][C@H:12]1[C:13](=[O:30])[N:14]([C:16]2[CH:21]=[CH:20][C:19]([N:22]3[CH2:27][CH2:26][O:25][CH2:24][C:23]3=[O:28])=[C:18]([CH3:29])[CH:17]=2)[CH2:15][C@@H:11]1[NH:10][C:7]([C:5]1[S:6][C:2]([Br:1])=[CH:3][CH:4]=1)=[O:9]. The catalyst class is: 3. (5) Reactant: [Br:1][C:2]1[CH:3]=[C:4]([CH2:10][CH2:11][NH:12][C:13]2[N:18]=[CH:17][C:16]([CH:19]([CH3:21])[CH3:20])=[CH:15][N:14]=2)[CH:5]=[CH:6][C:7]=1[O:8][CH3:9].[F:22][C:23]([F:34])([F:33])[O:24][C:25]1[CH:32]=[CH:31][C:28]([CH2:29]Br)=[CH:27][CH:26]=1. Product: [Br:1][C:2]1[CH:3]=[C:4]([CH2:10][CH2:11][N:12]([CH2:29][C:28]2[CH:31]=[CH:32][C:25]([O:24][C:23]([F:22])([F:33])[F:34])=[CH:26][CH:27]=2)[C:13]2[N:14]=[CH:15][C:16]([CH:19]([CH3:21])[CH3:20])=[CH:17][N:18]=2)[CH:5]=[CH:6][C:7]=1[O:8][CH3:9]. The catalyst class is: 1. (6) Product: [Cl:15][C:16]1[S:47][C:19]2[C:20]3([CH2:26][CH2:27][N:28]([CH2:31][C:32]4[C:33]([CH3:46])=[N:34][N:35]([C:37]5[C:44]([F:45])=[CH:43][CH:42]=[CH:41][C:38]=5[CH2:39][NH:48][CH2:49][CH2:50][OH:51])[CH:36]=4)[CH2:29][CH2:30]3)[O:21][CH2:22][C:23]([F:24])([F:25])[C:18]=2[CH:17]=1. The catalyst class is: 26. Reactant: C(O[BH-](OC(=O)C)OC(=O)C)(=O)C.[Na+].[Cl:15][C:16]1[S:47][C:19]2[C:20]3([CH2:30][CH2:29][N:28]([CH2:31][C:32]4[C:33]([CH3:46])=[N:34][N:35]([C:37]5[C:44]([F:45])=[CH:43][CH:42]=[CH:41][C:38]=5[CH:39]=O)[CH:36]=4)[CH2:27][CH2:26]3)[O:21][CH2:22][C:23]([F:25])([F:24])[C:18]=2[CH:17]=1.[NH2:48][CH2:49][CH2:50][OH:51].C(=O)(O)[O-].[Na+]. (7) Product: [F:32][C:2]([F:1])([F:31])[C:3]1[CH:26]=[C:25]([C:27]([F:28])([F:30])[F:29])[CH:24]=[CH:23][C:4]=1[CH2:5][O:6][C:7]1[CH:12]=[CH:11][C:10](/[CH:13]=[C:14]2/[C:15]([NH:41][CH2:40][CH2:39][CH2:38][N:33]3[CH:37]=[CH:36][N:35]=[CH:34]3)=[N:16][C:17](=[O:19])[S:18]/2)=[CH:9][C:8]=1[O:21][CH3:22]. The catalyst class is: 5. Reactant: [F:1][C:2]([F:32])([F:31])[C:3]1[CH:26]=[C:25]([C:27]([F:30])([F:29])[F:28])[CH:24]=[CH:23][C:4]=1[CH2:5][O:6][C:7]1[CH:12]=[CH:11][C:10](/[CH:13]=[C:14]2/[C:15](=S)[NH:16][C:17](=[O:19])[S:18]/2)=[CH:9][C:8]=1[O:21][CH3:22].[N:33]1([CH2:38][CH2:39][CH2:40][NH2:41])[CH:37]=[CH:36][N:35]=[CH:34]1.